From a dataset of Forward reaction prediction with 1.9M reactions from USPTO patents (1976-2016). Predict the product of the given reaction. Given the reactants Br[C:2]1[CH:3]=[C:4]([C:7]2[CH:12]=[CH:11][C:10]([CH:13]([CH3:15])[CH3:14])=[CH:9][CH:8]=2)[S:5][CH:6]=1.[CH2:16]([O:18][C:19]([C:21]1[CH:22]=[C:23](B(O)O)[CH:24]=[CH:25][CH:26]=1)=[O:20])[CH3:17].C([O-])([O-])=O.[Na+].[Na+], predict the reaction product. The product is: [CH:13]([C:10]1[CH:11]=[CH:12][C:7]([C:4]2[S:5][CH:6]=[C:2]([C:25]3[CH:26]=[C:21]([CH:22]=[CH:23][CH:24]=3)[C:19]([O:18][CH2:16][CH3:17])=[O:20])[CH:3]=2)=[CH:8][CH:9]=1)([CH3:15])[CH3:14].